From a dataset of Forward reaction prediction with 1.9M reactions from USPTO patents (1976-2016). Predict the product of the given reaction. The product is: [CH3:15][C:4]1[CH:5]=[C:6]([O:8][CH2:9][CH:10]2[CH2:14][CH2:13][O:12][CH2:11]2)[CH:7]=[C:2]([CH3:1])[C:3]=1[C:16]1[CH:24]=[CH:23][C:22]([F:25])=[C:21]2[C:17]=1[CH2:18][CH2:19][C@H:20]2[O:26][C:27]1[CH:40]=[CH:39][C:30]2[C@H:31]([CH2:34][C:35]([OH:37])=[O:36])[CH2:32][O:33][C:29]=2[CH:28]=1. Given the reactants [CH3:1][C:2]1[CH:7]=[C:6]([O:8][CH2:9][CH:10]2[CH2:14][CH2:13][O:12][CH2:11]2)[CH:5]=[C:4]([CH3:15])[C:3]=1[C:16]1[CH:24]=[CH:23][C:22]([F:25])=[C:21]2[C:17]=1[CH2:18][CH2:19][C@H:20]2[O:26][C:27]1[CH:40]=[CH:39][C:30]2[C@H:31]([CH2:34][C:35]([O:37]C)=[O:36])[CH2:32][O:33][C:29]=2[CH:28]=1, predict the reaction product.